Dataset: Full USPTO retrosynthesis dataset with 1.9M reactions from patents (1976-2016). Task: Predict the reactants needed to synthesize the given product. Given the product [CH:2]([C:1]1[C-:3]([N:6]([CH3:5])[CH3:10])[CH:15]=[CH:14][CH:18]=1)=[O:35].[CH-:1]1[CH:3]=[CH:8][CH:7]=[CH:2]1.[Fe+2:24], predict the reactants needed to synthesize it. The reactants are: [CH:1]([Li])([CH3:3])[CH3:2].[CH3:5][N:6]([CH3:10])[CH2:7][CH2:8]O.CN([C-:14]1[CH:18]=CC=[CH:15]1)C.[CH-]1C=CC=C1.[Fe+2:24].B(F)(F)F.B(F)(F)F.CC[O:35]CC.CN(C=O)C.C([O-])(O)=O.[Na+].